This data is from Catalyst prediction with 721,799 reactions and 888 catalyst types from USPTO. The task is: Predict which catalyst facilitates the given reaction. (1) Reactant: C([Cl:4])(=O)C.[C:5]1([CH2:11][NH:12][C:13](=[O:31])[N:14]([CH:18]2[CH2:23][CH2:22][N:21](C(OC(C)(C)C)=O)[CH2:20][CH2:19]2)[CH2:15][CH:16]=[CH2:17])[CH:10]=[CH:9][CH:8]=[CH:7][CH:6]=1. Product: [ClH:4].[C:5]1([CH2:11][NH:12][C:13](=[O:31])[N:14]([CH:18]2[CH2:19][CH2:20][NH:21][CH2:22][CH2:23]2)[CH2:15][CH:16]=[CH2:17])[CH:10]=[CH:9][CH:8]=[CH:7][CH:6]=1. The catalyst class is: 5. (2) Reactant: [F:1][C:2]1([F:10])[CH2:7][CH2:6][C:5](=[O:8])[C:4]([I:9])=[CH:3]1.[CH2:11](O)[CH2:12][OH:13].O.C1(C)C=CC(S(O)(=O)=O)=CC=1. Product: [F:1][C:2]1([F:10])[CH2:7][CH2:6][C:5]2([O:13][CH2:12][CH2:11][O:8]2)[C:4]([I:9])=[CH:3]1. The catalyst class is: 48. (3) Reactant: [C:1]([CH2:3][P:4](=[O:11])([O:8][CH2:9][CH3:10])[O:5][CH2:6][CH3:7])#[N:2].C[Si]([N-][Si](C)(C)C)(C)C.[Na+].Br[CH2:23][C:24]([CH2:47][CH3:48])=[CH:25][CH2:26][C:27]1[C:35]([O:36][CH2:37][CH2:38][Si:39]([CH3:42])([CH3:41])[CH3:40])=[C:34]2[C:30]([CH2:31][O:32][C:33]2=[O:43])=[C:29]([CH3:44])[C:28]=1[O:45][CH3:46].[Cl-].[NH4+]. Product: [CH2:6]([O:5][P:4]([CH:3]([C:1]#[N:2])[CH2:23][C:24]([CH2:47][CH3:48])=[CH:25][CH2:26][C:27]1[C:35]([O:36][CH2:37][CH2:38][Si:39]([CH3:42])([CH3:40])[CH3:41])=[C:34]2[C:30](=[C:29]([CH3:44])[C:28]=1[O:45][CH3:46])[CH2:31][O:32][C:33]2=[O:43])(=[O:11])[O:8][CH2:9][CH3:10])[CH3:7]. The catalyst class is: 1.